From a dataset of Reaction yield outcomes from USPTO patents with 853,638 reactions. Predict the reaction yield, written as a fraction of the theoretical maximum amount of product (1.0 means a 100% yield; for example, 0.34 means a 34% yield). (1) The reactants are [C:1]1([NH:7][C:8]2[CH:18]=[CH:17][C:11]([C:12]([O:14][CH2:15][CH3:16])=[O:13])=[CH:10][CH:9]=2)[CH:6]=[CH:5][CH:4]=[CH:3][CH:2]=1.C(O)(=O)C. The catalyst is C([O-])(=O)C.[Pd+2].C([O-])(=O)C.ClCCl. The product is [CH:18]1[C:8]2[NH:7][C:1]3[C:2](=[CH:3][CH:4]=[CH:5][CH:6]=3)[C:9]=2[CH:10]=[C:11]([C:12]([O:14][CH2:15][CH3:16])=[O:13])[CH:17]=1. The yield is 0.220. (2) The reactants are [OH:1][C:2]1[CH:7]=[CH:6][C:5]([CH2:8][CH2:9][CH2:10][OH:11])=[CH:4][CH:3]=1.N1C=CN=C1.[C:17]([Si:21](Cl)([C:28]1[CH:33]=[CH:32][CH:31]=[CH:30][CH:29]=1)[C:22]1[CH:27]=[CH:26][CH:25]=[CH:24][CH:23]=1)([CH3:20])([CH3:19])[CH3:18]. The catalyst is CN(C)C=O. The product is [OH:1][C:2]1[CH:3]=[CH:4][C:5]([CH2:8][CH2:9][CH2:10][O:11][Si:21]([C:17]([CH3:20])([CH3:19])[CH3:18])([C:28]2[CH:29]=[CH:30][CH:31]=[CH:32][CH:33]=2)[C:22]2[CH:27]=[CH:26][CH:25]=[CH:24][CH:23]=2)=[CH:6][CH:7]=1. The yield is 0.960.